Dataset: Forward reaction prediction with 1.9M reactions from USPTO patents (1976-2016). Task: Predict the product of the given reaction. (1) Given the reactants [H-].[Na+].[NH:3]1[CH2:8][CH2:7][CH:6]([CH2:9][OH:10])[CH2:5][CH2:4]1.Cl[C:12]1[C:17]2[C:18]([C:21]3[CH:26]=[CH:25][CH:24]=[CH:23][CH:22]=3)=[N:19][O:20][C:16]=2[CH:15]=[N:14][N:13]=1, predict the reaction product. The product is: [C:21]1([C:18]2[C:17]3[C:12]([O:10][CH2:9][CH:6]4[CH2:7][CH2:8][NH:3][CH2:4][CH2:5]4)=[N:13][N:14]=[CH:15][C:16]=3[O:20][N:19]=2)[CH:22]=[CH:23][CH:24]=[CH:25][CH:26]=1. (2) Given the reactants [Cl:1][C:2]1[CH:3]=[C:4]([O:9][CH3:10])[C:5]([NH2:8])=[N:6][CH:7]=1.Cl.[Cl:12][C:13]1[N:18]=[CH:17][C:16]([S:19](Cl)(=[O:21])=[O:20])=[CH:15][CH:14]=1, predict the reaction product. The product is: [Cl:12][C:13]1[N:18]=[CH:17][C:16]([S:19]([NH:8][C:5]2[C:4]([O:9][CH3:10])=[CH:3][C:2]([Cl:1])=[CH:7][N:6]=2)(=[O:21])=[O:20])=[CH:15][CH:14]=1. (3) Given the reactants [Br:1][C:2]1[CH:3]=[C:4]([N:9]2[CH2:14][CH2:13][O:12][CH2:11][CH2:10]2)[C:5](F)=[N:6][CH:7]=1.[CH3:15][O-:16].[Na+], predict the reaction product. The product is: [Br:1][C:2]1[CH:3]=[C:4]([N:9]2[CH2:14][CH2:13][O:12][CH2:11][CH2:10]2)[C:5]([O:16][CH3:15])=[N:6][CH:7]=1. (4) Given the reactants [Br:1][C:2]1[CH:3]=[C:4]2[C:8](=[CH:9][CH:10]=1)[N:7]([S:11]([C:14]1[CH:19]=[CH:18][CH:17]=[CH:16][CH:15]=1)(=[O:13])=[O:12])[C:6]([C:20]([O:22][CH2:23][CH3:24])=[O:21])=[C:5]2[S:25](Cl)(=[O:27])=[O:26].[C:29]([NH:36][CH2:37][CH2:38][NH2:39])([O:31][C:32]([CH3:35])([CH3:34])[CH3:33])=[O:30].C(N(CC)CC)C.CCOC(C)=O, predict the reaction product. The product is: [Br:1][C:2]1[CH:3]=[C:4]2[C:8](=[CH:9][CH:10]=1)[N:7]([S:11]([C:14]1[CH:19]=[CH:18][CH:17]=[CH:16][CH:15]=1)(=[O:13])=[O:12])[C:6]([C:20]([O:22][CH2:23][CH3:24])=[O:21])=[C:5]2[S:25]([NH:39][CH2:38][CH2:37][NH:36][C:29]([O:31][C:32]([CH3:35])([CH3:34])[CH3:33])=[O:30])(=[O:27])=[O:26]. (5) Given the reactants [O:1]=[C:2]1[CH2:11][CH2:10][C:9]2[C:8]([C:12]#[N:13])=[CH:7][CH:6]=[CH:5][C:4]=2[NH:3]1.[Br:14]N1C(=O)CCC1=O, predict the reaction product. The product is: [Br:14][C:7]1[CH:6]=[CH:5][C:4]2[NH:3][C:2](=[O:1])[CH2:11][CH2:10][C:9]=2[C:8]=1[C:12]#[N:13]. (6) Given the reactants C([O-])([O-])=O.[K+].[K+].[Br:7][C:8]1[CH:9]=[C:10]2[C:14](=[CH:15][CH:16]=1)[NH:13][N:12]=[CH:11]2, predict the reaction product. The product is: [Br:7][C:8]1[CH:9]=[C:10]2[C:14](=[CH:15][CH:16]=1)[N:13]([CH2:9][CH:10]([CH3:14])[CH3:11])[N:12]=[CH:11]2. (7) The product is: [F:20][C:17]1[CH:16]=[CH:15][C:14]([CH2:13][N:10]([O:11][CH3:12])[C:8](=[O:9])[CH:7]=[C:5]([OH:6])[C:4](=[O:21])[NH:32][S:29]([C:26]2([CH2:23][CH2:24][CH3:25])[CH2:28][CH2:27]2)(=[O:31])=[O:30])=[CH:19][CH:18]=1. Given the reactants CC1(C)[O:6][C:5](=[CH:7][C:8]([N:10]([CH2:13][C:14]2[CH:19]=[CH:18][C:17]([F:20])=[CH:16][CH:15]=2)[O:11][CH3:12])=[O:9])[C:4](=[O:21])O1.[CH2:23]([C:26]1([S:29]([NH2:32])(=[O:31])=[O:30])[CH2:28][CH2:27]1)[CH2:24][CH3:25], predict the reaction product. (8) Given the reactants [CH2:1]([O:3][C:4](=[O:42])[CH2:5][C:6]1[C:14]2[C:9](=[CH:10][C:11]([C:15]3[CH:20]=[C:19]([N+:21]([O-:23])=[O:22])[CH:18]=[C:17]([N+:24]([O-:26])=[O:25])[CH:16]=3)=[CH:12][CH:13]=2)[N:8]([CH2:27][C:28]2[C:29]3[CH:36]=[C:35]([Cl:37])[CH:34]=[C:33]([N:38](C=O)[CH3:39])[C:30]=3[S:31][CH:32]=2)[CH:7]=1)[CH3:2].Cl, predict the reaction product. The product is: [CH2:1]([O:3][C:4](=[O:42])[CH2:5][C:6]1[C:14]2[C:9](=[CH:10][C:11]([C:15]3[CH:20]=[C:19]([N+:21]([O-:23])=[O:22])[CH:18]=[C:17]([N+:24]([O-:26])=[O:25])[CH:16]=3)=[CH:12][CH:13]=2)[N:8]([CH2:27][C:28]2[C:29]3[CH:36]=[C:35]([Cl:37])[CH:34]=[C:33]([NH:38][CH3:39])[C:30]=3[S:31][CH:32]=2)[CH:7]=1)[CH3:2]. (9) The product is: [F:1][C:2]1[CH:7]=[CH:6][CH:5]=[C:4]([F:8])[C:3]=1[NH:9][C:10]([C:12]1[CH:16]=[CH:15][N:14]([CH2:17][C:18]2[CH:23]=[C:22]([C:24]([F:27])([F:25])[F:26])[CH:21]=[CH:20][C:19]=2[OH:28])[N:13]=1)=[O:11]. Given the reactants [F:1][C:2]1[CH:7]=[CH:6][CH:5]=[C:4]([F:8])[C:3]=1[NH:9][C:10]([C:12]1[CH:16]=[CH:15][N:14]([CH2:17][C:18]2[CH:23]=[C:22]([C:24]([F:27])([F:26])[F:25])[CH:21]=[CH:20][C:19]=2[O:28]CC2C=CC=CC=2)[N:13]=1)=[O:11], predict the reaction product. (10) Given the reactants [CH:1]([C:3]1[S:7][C:6]([C:8]([OH:10])=O)=[CH:5][CH:4]=1)=[O:2].C(N1C=CN=C1)(N1C=CN=C1)=O.[NH2:23][CH2:24][C:25]([NH2:27])=[O:26].Cl, predict the reaction product. The product is: [C:25]([CH2:24][NH:23][C:8]([C:6]1[S:7][C:3]([CH:1]=[O:2])=[CH:4][CH:5]=1)=[O:10])(=[O:26])[NH2:27].